This data is from Catalyst prediction with 721,799 reactions and 888 catalyst types from USPTO. The task is: Predict which catalyst facilitates the given reaction. (1) Reactant: [CH3:1][O:2][CH2:3][C:4]1[S:8][C:7]([NH2:9])=[N:6][N:5]=1.[N+:10]([C:13]1[CH:18]=[CH:17][C:16]([S:19](Cl)(=[O:21])=[O:20])=[CH:15][CH:14]=1)([O-:12])=[O:11]. Product: [CH3:1][O:2][CH2:3][C:4]1[S:8][C:7]([NH:9][S:19]([C:16]2[CH:15]=[CH:14][C:13]([N+:10]([O-:12])=[O:11])=[CH:18][CH:17]=2)(=[O:20])=[O:21])=[N:6][N:5]=1. The catalyst class is: 17. (2) Reactant: CC1C=CC(S(O[CH2:12][CH:13]2[O:18][C:17]3[CH:19]=[C:20]([F:23])[CH:21]=[CH:22][C:16]=3[O:15][CH2:14]2)(=O)=O)=CC=1.[CH2:24]([NH2:26])[CH3:25]. Product: [F:23][C:20]1[CH:21]=[CH:22][C:16]2[O:15][CH2:14][CH:13]([CH2:12][NH:26][CH2:24][CH3:25])[O:18][C:17]=2[CH:19]=1. The catalyst class is: 10. (3) Reactant: Cl.[NH:2]1[CH2:7][CH2:6][CH:5]([C:8]2[CH:16]=[CH:15][C:11]([C:12]([OH:14])=[O:13])=[CH:10][CH:9]=2)[CH2:4][CH2:3]1.[OH-].[Na+].[C:19](O[C:19]([O:21][C:22]([CH3:25])([CH3:24])[CH3:23])=[O:20])([O:21][C:22]([CH3:25])([CH3:24])[CH3:23])=[O:20].Cl. Product: [C:22]([O:21][C:19]([N:2]1[CH2:7][CH2:6][CH:5]([C:8]2[CH:16]=[CH:15][C:11]([C:12]([OH:14])=[O:13])=[CH:10][CH:9]=2)[CH2:4][CH2:3]1)=[O:20])([CH3:25])([CH3:24])[CH3:23]. The catalyst class is: 21. (4) Reactant: C[Si](C)(C)[N-][Si](C)(C)C.[Li+].[CH2:11]([N:18]1[C:25](=[O:26])[CH2:24][N:23]([C:27]([O:29][C:30]([CH3:33])([CH3:32])[CH3:31])=[O:28])[CH2:22][C:19]21[CH2:21][CH2:20]2)[C:12]1[CH:17]=[CH:16][CH:15]=[CH:14][CH:13]=1.FC(F)(F)S(O[CH2:40][CH3:41])(=O)=O.[Cl-].[NH4+]. Product: [CH2:11]([N:18]1[C:25](=[O:26])[CH:24]([CH2:40][CH3:41])[N:23]([C:27]([O:29][C:30]([CH3:33])([CH3:32])[CH3:31])=[O:28])[CH2:22][C:19]21[CH2:21][CH2:20]2)[C:12]1[CH:17]=[CH:16][CH:15]=[CH:14][CH:13]=1. The catalyst class is: 56. (5) Product: [CH3:22][O:21][C:17]([C:18]1[S:19][C:2]2[CH:9]=[CH:8][CH:7]=[C:6]([Br:10])[C:3]=2[CH:4]=1)=[O:20]. Reactant: Br[C:2]1[CH:9]=[CH:8][CH:7]=[C:6]([Br:10])[C:3]=1[CH:4]=O.C(=O)([O-])[O-].[K+].[K+].[C:17]([O:21][CH3:22])(=[O:20])[CH2:18][SH:19]. The catalyst class is: 3.